Task: Regression. Given two drug SMILES strings and cell line genomic features, predict the synergy score measuring deviation from expected non-interaction effect.. Dataset: NCI-60 drug combinations with 297,098 pairs across 59 cell lines Drug 1: COC1=C2C(=CC3=C1OC=C3)C=CC(=O)O2. Drug 2: CC1CCCC2(C(O2)CC(NC(=O)CC(C(C(=O)C(C1O)C)(C)C)O)C(=CC3=CSC(=N3)C)C)C. Cell line: HCC-2998. Synergy scores: CSS=58.5, Synergy_ZIP=9.98, Synergy_Bliss=8.61, Synergy_Loewe=-33.9, Synergy_HSA=1.88.